Dataset: Reaction yield outcomes from USPTO patents with 853,638 reactions. Task: Predict the reaction yield, written as a fraction of the theoretical maximum amount of product (1.0 means a 100% yield; for example, 0.34 means a 34% yield). (1) The reactants are [CH3:1][O:2][C:3]([C:5]1[CH:39]=[CH:38][C:8]([CH2:9][N:10]([CH2:30][CH2:31][C:32]2[CH:37]=[CH:36][CH:35]=[CH:34][CH:33]=2)[C:11]([C@@H:13]2[CH2:22][C:21]3[C:16](=[CH:17][CH:18]=[CH:19][CH:20]=3)[CH2:15][N:14]2C(OC(C)(C)C)=O)=[O:12])=[CH:7][CH:6]=1)=[O:4].C(O)(C(F)(F)F)=O. The catalyst is C(Cl)Cl. The product is [CH2:30]([N:10]([CH2:9][C:8]1[CH:7]=[CH:6][C:5]([C:3]([O:2][CH3:1])=[O:4])=[CH:39][CH:38]=1)[C:11]([C@@H:13]1[CH2:22][C:21]2[C:16](=[CH:17][CH:18]=[CH:19][CH:20]=2)[CH2:15][NH:14]1)=[O:12])[CH2:31][C:32]1[CH:33]=[CH:34][CH:35]=[CH:36][CH:37]=1. The yield is 1.00. (2) The reactants are [F:1][C:2]([F:19])([C:7]1[CH:11]=[C:10]([NH2:12])[N:9]([C:13]2[CH:18]=[CH:17][CH:16]=[CH:15][CH:14]=2)[N:8]=1)[C:3]([F:6])([F:5])[F:4].C(=O)([O-])[O-].[K+].[K+].Cl[C:27]([O:29][C:30]1[CH:35]=[CH:34][CH:33]=[CH:32][CH:31]=1)=[O:28]. The catalyst is C1COCC1. The product is [F:19][C:2]([F:1])([C:7]1[CH:11]=[C:10]([NH:12][C:27](=[O:28])[O:29][C:30]2[CH:35]=[CH:34][CH:33]=[CH:32][CH:31]=2)[N:9]([C:13]2[CH:14]=[CH:15][CH:16]=[CH:17][CH:18]=2)[N:8]=1)[C:3]([F:6])([F:5])[F:4]. The yield is 0.840. (3) The reactants are [N:1]12[CH2:8][CH2:7][CH:4]([CH2:5][CH2:6]1)[C@@H:3]([OH:9])[CH2:2]2.[Na].[Na].N12CCC(CC1)[C@@H](O)C2.[Br:21][C:22]1[CH:27]=[CH:26][C:25]([C:28]2[CH:33]=[CH:32][CH:31]=[CH:30][CH:29]=2)=[C:24]([N:34]=[C:35]=[O:36])[CH:23]=1. The catalyst is C1(C)C=CC=CC=1. The product is [N:1]12[CH2:8][CH2:7][CH:4]([CH2:5][CH2:6]1)[C@@H:3]([O:9][C:35](=[O:36])[NH:34][C:24]1[CH:23]=[C:22]([Br:21])[CH:27]=[CH:26][C:25]=1[C:28]1[CH:33]=[CH:32][CH:31]=[CH:30][CH:29]=1)[CH2:2]2. The yield is 0.480. (4) The reactants are [C:1]([O:5][C:6]([N:8]1[CH2:13][CH2:12][CH:11]([O:14][C:15]2[CH:24]=[C:23]3[C:18]([CH:19]=[N:20][C:21]([NH:25][C:26]4[CH:31]=[CH:30][CH:29]=[CH:28][CH:27]=4)=[N:22]3)=[CH:17][C:16]=2Br)[CH2:10][CH2:9]1)=[O:7])([CH3:4])([CH3:3])[CH3:2].[Si]([O:40][CH2:41][C:42]1[N:43]=[C:44]([Sn](CCCC)(CCCC)CCCC)[S:45][CH:46]=1)(C(C)(C)C)(C)C. The catalyst is CN(C=O)C. The product is [C:1]([O:5][C:6]([N:8]1[CH2:13][CH2:12][CH:11]([O:14][C:15]2[CH:24]=[C:23]3[C:18]([CH:19]=[N:20][C:21]([NH:25][C:26]4[CH:31]=[CH:30][CH:29]=[CH:28][CH:27]=4)=[N:22]3)=[CH:17][C:16]=2[C:44]2[S:45][CH:46]=[C:42]([CH2:41][OH:40])[N:43]=2)[CH2:10][CH2:9]1)=[O:7])([CH3:4])([CH3:3])[CH3:2]. The yield is 0.500. (5) The reactants are [CH3:1][N:2]1[CH:6]([C:7]([O:9][C:10]([CH3:13])([CH3:12])[CH3:11])=[O:8])[CH2:5][NH:4][C:3]1=[O:14].Br[C:16]1[CH:17]=[N:18][CH:19]=[N:20][CH:21]=1.C(=O)([O-])[O-].[Cs+].[Cs+].CC1(C)C2C(=C(P(C3C=CC=CC=3)C3C=CC=CC=3)C=CC=2)OC2C(P(C3C=CC=CC=3)C3C=CC=CC=3)=CC=CC1=2. The catalyst is O1CCOCC1.O.C1C=CC(/C=C/C(/C=C/C2C=CC=CC=2)=O)=CC=1.C1C=CC(/C=C/C(/C=C/C2C=CC=CC=2)=O)=CC=1.C1C=CC(/C=C/C(/C=C/C2C=CC=CC=2)=O)=CC=1.[Pd].[Pd]. The product is [CH3:1][N:2]1[CH:6]([C:7]([O:9][C:10]([CH3:11])([CH3:13])[CH3:12])=[O:8])[CH2:5][N:4]([C:16]2[CH:17]=[N:18][CH:19]=[N:20][CH:21]=2)[C:3]1=[O:14]. The yield is 0.420.